Dataset: Full USPTO retrosynthesis dataset with 1.9M reactions from patents (1976-2016). Task: Predict the reactants needed to synthesize the given product. The reactants are: [NH2:1][C@H:2]1[C:5]([CH3:7])([CH3:6])[N:4]([CH:8]([Si:13]([CH3:16])([CH3:15])[CH3:14])[Si:9]([CH3:12])([CH3:11])[CH3:10])[C:3]1=[O:17].C[Si](C([Si](C)(C)C)N1C(=O)[C@H](N2[C@H](C3C=CC=CC=3)COC2=O)C1(C)C)(C)C. Given the product [NH2:1][C@@H:2]1[C:5]([CH3:7])([CH3:6])[N:4]([CH:8]([Si:9]([CH3:10])([CH3:12])[CH3:11])[Si:13]([CH3:16])([CH3:15])[CH3:14])[C:3]1=[O:17], predict the reactants needed to synthesize it.